From a dataset of Reaction yield outcomes from USPTO patents with 853,638 reactions. Predict the reaction yield, written as a fraction of the theoretical maximum amount of product (1.0 means a 100% yield; for example, 0.34 means a 34% yield). (1) The reactants are [Cl:1][C:2]1[CH:3]=[CH:4][C:5]([I:18])=[C:6]([C:8]([C:10]2[C:15](F)=[CH:14][CH:13]=[CH:12][C:11]=2[F:17])=[O:9])[CH:7]=1.C[C:20]([O:23]C)(C)C.C[O-].[Na+].CO. The catalyst is C(O)C(C)C.O. The product is [Cl:1][C:2]1[CH:3]=[CH:4][C:5]([I:18])=[C:6]([C:8]([C:10]2[C:15]([O:23][CH3:20])=[CH:14][CH:13]=[CH:12][C:11]=2[F:17])=[O:9])[CH:7]=1. The yield is 0.660. (2) The reactants are [CH2:1]([O:8][C:9]1[CH:14]=[CH:13][C:12]([CH2:15][C@H:16]([O:20][CH:21]([CH3:23])[CH3:22])[C:17]([OH:19])=[O:18])=[CH:11][CH:10]=1)[C:2]1[CH:7]=[CH:6][CH:5]=[CH:4][CH:3]=1.C(OC1C=CC(C[C@H](O)C(O)=O)=CC=1)C1C=CC=CC=1.C(OC1C=CC(C[C@@H]2OC(C)(C)OC2=O)=CC=1)C1C=CC=CC=1.COC(OC)(C)C.CC1C=CC(S(O)(=O)=O)=CC=1. The catalyst is C(Cl)(Cl)Cl.O. The product is [CH2:1]([O:8][C:9]1[CH:10]=[CH:11][C:12]([CH2:15][C@@H:16]2[O:20][C:21]([CH3:23])([CH3:22])[O:18][C:17]2=[O:19])=[CH:13][CH:14]=1)[C:2]1[CH:7]=[CH:6][CH:5]=[CH:4][CH:3]=1. The yield is 0.880. (3) The reactants are [N:1]1[CH:6]=[CH:5][CH:4]=[C:3]([C:7]([OH:9])=O)[CH:2]=1.CCN=C=NCCCN(C)C.C(N(CC)CC)C.[NH2:28][CH2:29][CH2:30][C:31]1[CH:36]=[CH:35][C:34]([O:37][C:38](=[O:47])[N:39]([CH3:46])[C:40]2[CH:45]=[CH:44][CH:43]=[CH:42][CH:41]=2)=[CH:33][CH:32]=1.C(O)(C(F)(F)F)=O. The catalyst is C(Cl)Cl. The product is [N:1]1[CH:6]=[CH:5][CH:4]=[C:3]([C:7]([NH:28][CH2:29][CH2:30][C:31]2[CH:32]=[CH:33][C:34]([O:37][C:38](=[O:47])[N:39]([CH3:46])[C:40]3[CH:41]=[CH:42][CH:43]=[CH:44][CH:45]=3)=[CH:35][CH:36]=2)=[O:9])[CH:2]=1. The yield is 0.150. (4) The reactants are O[C@H:2]([C:22]([CH3:25])([CH3:24])[CH3:23])[C@@H:3]([NH:7][C:8]([O:10][CH2:11][CH2:12][CH2:13][CH2:14][CH2:15][C:16]1[CH:21]=[CH:20][CH:19]=[CH:18][CH:17]=1)=[O:9])[C:4]([OH:6])=[O:5].O[C@@H](C(C)(C)C)[C@@H](NC(OCCCCCC1C=CC=CC=1)=O)C(O)=O.CCN(CC)CC.CN(C(ON1N=NC2C=CC=CC1=2)=[N+](C)C)C.[B-](F)(F)(F)F. The catalyst is C(Cl)Cl. The product is [C:16]1([CH2:15][CH2:14][CH2:13][CH2:12][CH2:11][O:10][C:8](=[O:9])[NH:7][C@H:3]2[C:4](=[O:6])[O:5][C@@H:2]2[C:22]([CH3:25])([CH3:24])[CH3:23])[CH:21]=[CH:20][CH:19]=[CH:18][CH:17]=1. The yield is 0.540. (5) The product is [NH2:9][C:34](=[O:35])[C@@H:33]([NH:32][C:30](=[O:31])[O:29][C:25]([CH3:28])([CH3:27])[CH3:26])[CH2:37][C:38]1[CH:43]=[CH:42][C:41]([O:44][CH:45]([CH3:47])[CH3:46])=[CH:40][CH:39]=1. The reactants are F[P-](F)(F)(F)(F)F.C[N+:9](C)=C(N(C)C)ON1C2N=CC=CC=2N=N1.[C:25]([O:29][C:30]([NH:32][C@@H:33]([CH2:37][C:38]1[CH:43]=[CH:42][C:41]([O:44][CH:45]([CH3:47])[CH3:46])=[CH:40][CH:39]=1)[C:34](O)=[O:35])=[O:31])([CH3:28])([CH3:27])[CH3:26].C(N(CC)C(C)C)(C)C.N.O1CCOCC1. The catalyst is CN(C)C=O. The yield is 0.900.